This data is from Forward reaction prediction with 1.9M reactions from USPTO patents (1976-2016). The task is: Predict the product of the given reaction. (1) Given the reactants [H-].[H-].[H-].[H-].[Li+].[Al+3].C(O[C:15](=O)[NH:16][C@H:17]1[CH2:22][CH2:21][C@H:20]([OH:23])[CH2:19][CH2:18]1)C1C=CC=CC=1.[O-]S([O-])(=O)=O.[Na+].[Na+].O, predict the reaction product. The product is: [CH3:15][NH:16][C@H:17]1[CH2:22][CH2:21][C@H:20]([OH:23])[CH2:19][CH2:18]1. (2) Given the reactants [Cl:1][C:2]1[CH:25]=[CH:24][C:5]([CH2:6][NH:7][C:8]([C:10]2[C:11](=[O:23])[C:12]3[S:19][C:18]([CH2:20]Cl)=[C:17]([CH3:22])[C:13]=3[N:14]([CH3:16])[CH:15]=2)=[O:9])=[CH:4][CH:3]=1.[OH:26][CH:27]([C:31]1[CH:32]=[C:33]([NH:37][C:38](=[O:40])[CH3:39])[CH:34]=[CH:35][CH:36]=1)[CH2:28][NH:29][CH3:30].C(N(C(C)C)CC)(C)C, predict the reaction product. The product is: [C:38]([NH:37][C:33]1[CH:32]=[C:31]([CH:27]([OH:26])[CH2:28][N:29]([CH2:20][C:18]2[S:19][C:12]3[C:11](=[O:23])[C:10]([C:8]([NH:7][CH2:6][C:5]4[CH:24]=[CH:25][C:2]([Cl:1])=[CH:3][CH:4]=4)=[O:9])=[CH:15][N:14]([CH3:16])[C:13]=3[C:17]=2[CH3:22])[CH3:30])[CH:36]=[CH:35][CH:34]=1)(=[O:40])[CH3:39].